Dataset: Reaction yield outcomes from USPTO patents with 853,638 reactions. Task: Predict the reaction yield, written as a fraction of the theoretical maximum amount of product (1.0 means a 100% yield; for example, 0.34 means a 34% yield). (1) The reactants are [CH3:1][N:2]1[C:10]2[C:5](=[CH:6][CH:7]=[CH:8][CH:9]=2)[CH:4]=[CH:3]1.CN(C)[C:13](=[O:17])[CH2:14][CH2:15][CH3:16].O=P(Cl)(Cl)Cl. The catalyst is C(Cl)(Cl)Cl. The product is [CH3:1][N:2]1[C:10]2[C:5](=[CH:6][CH:7]=[CH:8][CH:9]=2)[C:4]([C:13](=[O:17])[CH2:14][CH2:15][CH3:16])=[CH:3]1. The yield is 0.720. (2) The reactants are [Cl:1][C:2]1[CH:3]=[C:4]([O:24][CH3:25])[C:5]([O:22][CH3:23])=[C:6]([CH:8]([NH:10][C:11]2[CH:16]=[C:15](F)[CH:14]=[CH:13][C:12]=2[S:18]([CH3:21])(=[O:20])=[O:19])[CH3:9])[CH:7]=1.[CH3:26][N:27]([CH3:34])[CH:28]1[CH2:33][CH2:32][NH:31][CH2:30][CH2:29]1.C(N(CC)C(C)C)(C)C. The catalyst is C(#N)C. The product is [Cl:1][C:2]1[CH:3]=[C:4]([O:24][CH3:25])[C:5]([O:22][CH3:23])=[C:6]([CH:8]([NH:10][C:11]2[CH:16]=[C:15]([N:31]3[CH2:32][CH2:33][CH:28]([N:27]([CH3:34])[CH3:26])[CH2:29][CH2:30]3)[CH:14]=[CH:13][C:12]=2[S:18]([CH3:21])(=[O:20])=[O:19])[CH3:9])[CH:7]=1. The yield is 0.196. (3) The reactants are Br[C:2]1[CH:7]=[CH:6][C:5]([C:8]2[CH2:12][C:11]([C:17]3[CH:22]=[C:21]([Cl:23])[CH:20]=[C:19]([Cl:24])[CH:18]=3)([C:13]([F:16])([F:15])[F:14])[O:10][N:9]=2)=[CH:4][C:3]=1[CH3:25].C(O)C[CH2:28][CH2:29][OH:30].C(OC=C)=C.C1(C(N)C2CCCCC2)CCCCC1.Cl. The catalyst is [Pd].C1C=CC(P(C2C=CC=CC=2)CCCP(C2C=CC=CC=2)C2C=CC=CC=2)=CC=1.C(OCC)(=O)C.C(O)CCC. The product is [Cl:24][C:19]1[CH:18]=[C:17]([C:11]2([C:13]([F:16])([F:15])[F:14])[O:10][N:9]=[C:8]([C:5]3[CH:6]=[CH:7][C:2]([C:29](=[O:30])[CH3:28])=[C:3]([CH3:25])[CH:4]=3)[CH2:12]2)[CH:22]=[C:21]([Cl:23])[CH:20]=1. The yield is 0.600. (4) The reactants are [O:1]=[C:2]1[NH:7][C:6]2[N:8]=[CH:9][CH:10]=[C:11]([O:12][C:13]3[CH:14]=[CH:15][C:16]4[O:20][C@@H:19]5[C@@H:21]([C:22]([O:24]CC)=[O:23])[C@@H:18]5[C:17]=4[CH:27]=3)[C:5]=2[CH2:4][NH:3]1.[OH-].[Na+].Cl. The catalyst is C(O)C.O. The product is [O:1]=[C:2]1[NH:7][C:6]2[N:8]=[CH:9][CH:10]=[C:11]([O:12][C:13]3[CH:14]=[CH:15][C:16]4[O:20][C@@H:19]5[C@@H:21]([C:22]([OH:24])=[O:23])[C@@H:18]5[C:17]=4[CH:27]=3)[C:5]=2[CH2:4][NH:3]1. The yield is 0.770. (5) The reactants are [O:1]1CCO[CH:2]1[CH2:6][CH2:7][C:8]1[S:12][C:11]([C:13]2[CH:18]=[CH:17][CH:16]=[CH:15][CH:14]=2)=[N:10][C:9]=1[C:19]([NH:21][C:22]1[CH:27]=[CH:26][CH:25]=[CH:24][C:23]=1[C:28]1[S:29][C:30]2[C:35]([N:36]=1)=[CH:34][CH:33]=[CH:32][N:31]=2)=[O:20]. The catalyst is C1COCC1.CC(O)=O.O. The product is [O:1]=[CH:2][CH2:6][CH2:7][C:8]1[S:12][C:11]([C:13]2[CH:18]=[CH:17][CH:16]=[CH:15][CH:14]=2)=[N:10][C:9]=1[C:19]([NH:21][C:22]1[CH:27]=[CH:26][CH:25]=[CH:24][C:23]=1[C:28]1[S:29][C:30]2[C:35]([N:36]=1)=[CH:34][CH:33]=[CH:32][N:31]=2)=[O:20]. The yield is 0.870.